This data is from Catalyst prediction with 721,799 reactions and 888 catalyst types from USPTO. The task is: Predict which catalyst facilitates the given reaction. (1) The catalyst class is: 25. Product: [Si:36]([O:35][CH2:34][CH2:33][N:1]1[C:5]2[CH:6]=[CH:7][CH:8]=[CH:9][C:4]=2[N:3]=[C:2]1[CH2:10][N:11]([CH3:26])[C:12](=[O:25])[CH2:13][N:14]1[C:18]2[CH:19]=[C:20]([Cl:23])[CH:21]=[CH:22][C:17]=2[S:16][C:15]1=[O:24])([C:39]([CH3:42])([CH3:41])[CH3:40])([CH3:38])[CH3:37]. Reactant: [NH:1]1[C:5]2[CH:6]=[CH:7][CH:8]=[CH:9][C:4]=2[N:3]=[C:2]1[CH2:10][N:11]([CH3:26])[C:12](=[O:25])[CH2:13][N:14]1[C:18]2[CH:19]=[C:20]([Cl:23])[CH:21]=[CH:22][C:17]=2[S:16][C:15]1=[O:24].CN(C=O)C.Br[CH2:33][CH2:34][O:35][Si:36]([C:39]([CH3:42])([CH3:41])[CH3:40])([CH3:38])[CH3:37].C([O-])([O-])=O.[K+].[K+]. (2) Product: [Cl:12][C:3]1[CH:2]=[CH:1][C:6](/[CH:7]=[CH:8]/[C:9]([NH:13][C:14]2[CH:19]=[CH:18][N:17]([CH2:20][CH:21]([O:22][CH2:23][CH3:24])[O:25][CH2:26][CH3:27])[C:16](=[O:28])[N:15]=2)=[O:11])=[CH:5][CH:4]=1. Reactant: [CH:1]1[C:6](/[CH:7]=[CH:8]/[C:9]([OH:11])=O)=[CH:5][CH:4]=[C:3]([Cl:12])[CH:2]=1.[NH2:13][C:14]1[CH:19]=[CH:18][N:17]([CH2:20][CH:21]([O:25][CH2:26][CH3:27])[O:22][CH2:23][CH3:24])[C:16](=[O:28])[N:15]=1.Cl.C(N=C=NCCCN(C)C)C.O. The catalyst class is: 9. (3) Reactant: [Br:1][C:2]1[CH:8]=[CH:7][C:5]([NH2:6])=[C:4]([CH3:9])[CH:3]=1.[F:10][C:11]([F:22])([F:21])[C:12](O[C:12](=[O:13])[C:11]([F:22])([F:21])[F:10])=[O:13].[N+:23]([O-])([O-:25])=[O:24].[K+]. Product: [Br:1][C:2]1[CH:8]=[C:7]([N+:23]([O-:25])=[O:24])[C:5]([NH:6][C:12](=[O:13])[C:11]([F:22])([F:21])[F:10])=[C:4]([CH3:9])[CH:3]=1. The catalyst class is: 2. (4) Reactant: [CH2:1]([S:3]([N:6]1[C:18]2[CH2:17][CH2:16][CH:15]([CH:19]3[CH2:24][CH2:23][O:22][CH2:21][CH2:20]3)[CH2:14][C:13]=2[C:12]2[C:7]1=[CH:8][CH:9]=[C:10]([C:25]([N:27]1[CH2:31][CH2:30][CH2:29][C@@H:28]1[C:32]([O:34]C(C)(C)C)=[O:33])=[O:26])[CH:11]=2)(=[O:5])=[O:4])[CH3:2].[OH-].[Li+].C(O)(=O)C. Product: [CH2:1]([S:3]([N:6]1[C:18]2[CH2:17][CH2:16][CH:15]([CH:19]3[CH2:24][CH2:23][O:22][CH2:21][CH2:20]3)[CH2:14][C:13]=2[C:12]2[C:7]1=[CH:8][CH:9]=[C:10]([C:25]([N:27]1[CH2:31][CH2:30][CH2:29][C@@H:28]1[C:32]([OH:34])=[O:33])=[O:26])[CH:11]=2)(=[O:4])=[O:5])[CH3:2]. The catalyst class is: 24. (5) Reactant: [CH3:1][C:2]1[C:3]([C@H:8]2[CH2:13][CH2:12][CH2:11][C@@H:10]([C:14]3[C:19]([CH3:20])=[CH:18][CH:17]=[CH:16][N:15]=3)[NH:9]2)=[N:4][CH:5]=[CH:6][CH:7]=1.[CH2:21]([O:23][C:24](=[O:31])[CH2:25][CH2:26][CH2:27][CH2:28][CH2:29]Br)[CH3:22].CCN(C(C)C)C(C)C. Product: [CH2:21]([O:23][C:24](=[O:31])[CH2:25][CH2:26][CH2:27][CH2:28][CH2:29][N:9]1[C@H:8]([C:3]2[C:2]([CH3:1])=[CH:7][CH:6]=[CH:5][N:4]=2)[CH2:13][CH2:12][CH2:11][C@@H:10]1[C:14]1[C:19]([CH3:20])=[CH:18][CH:17]=[CH:16][N:15]=1)[CH3:22]. The catalyst class is: 23. (6) Reactant: [N:1]([O-])=O.[Na+].[NH2:5][C:6]1[CH:7]=[N:8][CH:9]=[CH:10][CH:11]=1.O.O.[Sn](Cl)[Cl:15]. Product: [ClH:15].[NH:5]([C:6]1[CH:7]=[N:8][CH:9]=[CH:10][CH:11]=1)[NH2:1]. The catalyst class is: 223.